From a dataset of Catalyst prediction with 721,799 reactions and 888 catalyst types from USPTO. Predict which catalyst facilitates the given reaction. (1) Reactant: [CH2:1]([O:8][C:9]1[CH:16]=[CH:15][C:12]([CH:13]=O)=[CH:11][C:10]=1[CH3:17])[C:2]1[CH:7]=[CH:6][CH:5]=[CH:4][CH:3]=1.[CH2:18]([O:20][CH2:21][C:22]([O:24][CH2:25][CH3:26])=[O:23])[CH3:19].CC(C)([O-])C.[K+].C(O)(=O)C.C1(C)C=CC(S(O)(=O)=O)=CC=1. Product: [CH2:1]([O:8][C:9]1[CH:16]=[CH:15][C:12](/[CH:13]=[C:21](\[O:20][CH2:18][CH3:19])/[C:22]([O:24][CH2:25][CH3:26])=[O:23])=[CH:11][C:10]=1[CH3:17])[C:2]1[CH:7]=[CH:6][CH:5]=[CH:4][CH:3]=1. The catalyst class is: 182. (2) Reactant: [N+:1]([C:4]1[CH:9]=[CH:8][C:7]([O:10][CH2:11][C:12]([F:15])([F:14])[F:13])=[CH:6][C:5]=1[NH2:16])([O-:3])=[O:2].ClC1C=CC([N+]([O-])=O)=C(N)C=1.FC(F)(F)CO.[OH-].[K+].[CH3:36][C:37]([O:40][C:41](O[C:41]([O:40][C:37]([CH3:39])([CH3:38])[CH3:36])=[O:42])=[O:42])([CH3:39])[CH3:38].C(O)(C(F)(F)F)=O. Product: [C:37]([O:40][C:41](=[O:42])[NH:16][C:5]1[CH:6]=[C:7]([O:10][CH2:11][C:12]([F:13])([F:14])[F:15])[CH:8]=[CH:9][C:4]=1[N+:1]([O-:3])=[O:2])([CH3:39])([CH3:38])[CH3:36]. The catalyst class is: 549.